Dataset: Full USPTO retrosynthesis dataset with 1.9M reactions from patents (1976-2016). Task: Predict the reactants needed to synthesize the given product. (1) Given the product [CH3:1][C:2]1(/[CH:8]=[CH:9]/[C:10]2[NH:22][C:21]3[CH:20]=[CH:19][C:18]([C:23]4[CH:28]=[CH:27][CH:26]=[CH:25][C:24]=4[C:29]([F:30])([F:31])[F:32])=[CH:17][C:16]=3[N:13]=2)[CH2:7][CH2:6][O:5][CH2:4][CH2:3]1, predict the reactants needed to synthesize it. The reactants are: [CH3:1][C:2]1([CH:8]=[CH:9][C:10](O)=O)[CH2:7][CH2:6][O:5][CH2:4][CH2:3]1.[N+:13]([C:16]1[CH:17]=[C:18]([C:23]2[CH:28]=[CH:27][CH:26]=[CH:25][C:24]=2[C:29]([F:32])([F:31])[F:30])[CH:19]=[CH:20][C:21]=1[NH2:22])([O-])=O. (2) Given the product [CH2:1]([O:5][C:6]([C:8]1([C:16](=[O:18])[CH3:17])[CH2:9][O:10][C:11]([CH3:14])([CH3:15])[O:12][CH2:13]1)=[O:7])[CH3:2], predict the reactants needed to synthesize it. The reactants are: [C:1]([O:5][C:6]([C:8]1([C:16](=[O:18])[CH3:17])[CH2:13][O:12][C:11]([CH3:15])([CH3:14])[O:10][CH2:9]1)=[O:7])(C)(C)[CH3:2].C(OCC)(=O)CC(C)=O. (3) Given the product [C:23]1([CH3:40])[CH:28]=[CH:27][C:26]([C:29]2[N:8]=[C:9]3[CH:22]=[CH:21][N:20]=[CH:19][C:10]3=[N:11][C:30]=2[C:32]2[CH:37]=[CH:36][C:35]([CH3:38])=[CH:34][CH:33]=2)=[CH:25][CH:24]=1, predict the reactants needed to synthesize it. The reactants are: C1(C2[N:8]=[C:9]3[CH:22]=[CH:21][N:20]=[CH:19][C:10]3=[N:11]C=2C2C=CC=CC=2)C=CC=CC=1.[C:23]1([CH3:40])[CH:28]=[CH:27][C:26]([C:29](=O)[C:30]([C:32]2[CH:37]=[CH:36][C:35]([CH3:38])=[CH:34][CH:33]=2)=O)=[CH:25][CH:24]=1. (4) Given the product [C:24]([OH:26])(=[O:46])[CH3:25].[O:2]=[C:3]1[N:37]([C:39]2[N:40]=[N:41][CH:42]=[CH:43][CH:44]=2)[N:38]=[C:5]([CH:6]([NH:7][C:8]2[CH:13]=[CH:12][C:11]([C:14]([NH2:18])=[NH:15])=[CH:10][CH:9]=2)[C:20]2[CH:25]=[C:24]([O:26][CH3:27])[C:23]([O:28][CH3:29])=[C:22]([O:30][CH3:45])[CH:21]=2)[NH:4]1, predict the reactants needed to synthesize it. The reactants are: C[O:2][C:3](=O)[N:4]=[C:5](SC)[C:6]([C:20]1[CH:25]=[C:24]([O:26][CH3:27])[C:23]([O:28][CH3:29])=[C:22]([OH:30])[CH:21]=1)=[N:7][C:8]1[CH:13]=[CH:12][C:11]([C:14]2[N:18]=C(C)O[N:15]=2)=[CH:10][CH:9]=1.CI.Cl.[NH:37]([C:39]1[N:40]=[N:41][CH:42]=[CH:43][CH:44]=1)[NH2:38].[CH3:45][O:46]C(=O)N=C(SC)C(C1C=C(OC)C=C(O)C=1)=NC1C=CC(C2N=C(C)ON=2)=CC=1.BrCCOC.N(C1N=CC=CN=1)N. (5) Given the product [C:33]([C:28]1([CH2:27][CH2:26][CH2:25][CH2:24][CH2:23][C:22](=[O:40])[CH2:21][CH2:20][CH2:19][CH2:18][CH2:17][C:12]2([C:10]([OH:11])=[O:9])[CH2:16][CH2:15][CH2:14][CH2:13]2)[CH2:29][CH2:30][CH2:31][CH2:32]1)([OH:35])=[O:34], predict the reactants needed to synthesize it. The reactants are: O[Li].O.O.C([O:9][C:10]([C:12]1([CH2:17][CH2:18][CH2:19][CH2:20][CH2:21][C:22](=[O:40])[CH2:23][CH2:24][CH2:25][CH2:26][CH2:27][C:28]2([C:33]([O:35]CCCC)=[O:34])[CH2:32][CH2:31][CH2:30][CH2:29]2)[CH2:16][CH2:15][CH2:14][CH2:13]1)=[O:11])CCC. (6) Given the product [Br:17][C:4]1[C:5]([OH:6])=[C:7]([O:8][CH3:9])[CH:10]=[CH:11][C:3]=1[CH:2]=[O:1], predict the reactants needed to synthesize it. The reactants are: [O:1]=[CH:2][C:3]1[CH:11]=[CH:10][C:7]([O:8][CH3:9])=[C:5]([OH:6])[CH:4]=1.C([O-])(=O)C.[Na+].[Br:17]Br.